Regression. Given a peptide amino acid sequence and an MHC pseudo amino acid sequence, predict their binding affinity value. This is MHC class I binding data. From a dataset of Peptide-MHC class I binding affinity with 185,985 pairs from IEDB/IMGT. (1) The peptide sequence is IVPFWITAIY. The MHC is HLA-A33:01 with pseudo-sequence HLA-A33:01. The binding affinity (normalized) is 0.282. (2) The peptide sequence is HVSRPTTVV. The MHC is HLA-A02:01 with pseudo-sequence HLA-A02:01. The binding affinity (normalized) is 0.108.